Task: Predict which catalyst facilitates the given reaction.. Dataset: Catalyst prediction with 721,799 reactions and 888 catalyst types from USPTO (1) Reactant: [C:1]1([S:7]([C:10]2[CH:20]=[CH:19][C:13]3[NH:14][C:15](=[O:18])[CH2:16][O:17][C:12]=3[CH:11]=2)(=[O:9])=[O:8])[CH:6]=[CH:5][CH:4]=[CH:3][CH:2]=1.Cl.Cl[CH2:23][CH2:24][N:25]([CH3:27])[CH3:26].C(=O)([O-])[O-].[K+].[K+].O. Product: [C:1]1([S:7]([C:10]2[CH:20]=[CH:19][C:13]3[N:14]([CH2:23][CH2:24][N:25]([CH3:27])[CH3:26])[C:15](=[O:18])[CH2:16][O:17][C:12]=3[CH:11]=2)(=[O:9])=[O:8])[CH:2]=[CH:3][CH:4]=[CH:5][CH:6]=1. The catalyst class is: 13. (2) Reactant: [Br:1][C:2]1[C:3]([Cl:12])=[C:4]([C:8]([F:11])=[CH:9][CH:10]=1)[C:5]([NH2:7])=O.CCN(CC)CC.FC(F)(F)S(OS(C(F)(F)F)(=O)=O)(=O)=O. Product: [Br:1][C:2]1[C:3]([Cl:12])=[C:4]([C:8]([F:11])=[CH:9][CH:10]=1)[C:5]#[N:7]. The catalyst class is: 2. (3) Reactant: Cl[C:2]1[CH:7]=[C:6]([C:8]2[N:16]([CH2:17][CH2:18][F:19])[C:15]3[C:10](=[N:11][CH:12]=[CH:13][CH:14]=3)[C:9]=2[C:20]2[CH:25]=[CH:24][C:23]([F:26])=[CH:22][CH:21]=2)[CH:5]=[CH:4][N:3]=1.[F:27][C:28]1[CH:29]=[C:30]([NH2:34])[CH:31]=[CH:32][CH:33]=1.C1(C2C=CC=CC=2)C=CC=CC=1P(C1CCCCC1)C1CCCCC1.CC(C)([O-])C.[Na+].[Cl-].[NH4+]. The catalyst class is: 164. Product: [F:19][CH2:18][CH2:17][N:16]1[C:15]2[C:10](=[N:11][CH:12]=[CH:13][CH:14]=2)[C:9]([C:20]2[CH:25]=[CH:24][C:23]([F:26])=[CH:22][CH:21]=2)=[C:8]1[C:6]1[CH:5]=[CH:4][N:3]=[C:2]([NH:34][C:30]2[CH:31]=[CH:32][CH:33]=[C:28]([F:27])[CH:29]=2)[CH:7]=1.